Dataset: Forward reaction prediction with 1.9M reactions from USPTO patents (1976-2016). Task: Predict the product of the given reaction. (1) Given the reactants C[O:2][C:3]1[CH:4]=[C:5]2[C:9](=[CH:10][CH:11]=1)[C:8](=[O:12])[C:7]1([CH2:20][C:19]3[C:14](=[CH:15][CH:16]=[C:17]([O:21]C)[CH:18]=3)[CH2:13]1)[CH2:6]2.C(OCC)(=O)C, predict the reaction product. The product is: [OH:2][C:3]1[CH:4]=[C:5]2[C:9](=[CH:10][CH:11]=1)[C:8](=[O:12])[C:7]1([CH2:20][C:19]3[C:14](=[CH:15][CH:16]=[C:17]([OH:21])[CH:18]=3)[CH2:13]1)[CH2:6]2. (2) The product is: [N:16]([CH2:2][C:3]1[N:4]=[N:5][C:6]([C:9]2[CH:14]=[CH:13][CH:12]=[CH:11][C:10]=2[Cl:15])=[CH:7][CH:8]=1)=[N+:17]=[N-:18]. Given the reactants Cl[CH2:2][C:3]1[N:4]=[N:5][C:6]([C:9]2[CH:14]=[CH:13][CH:12]=[CH:11][C:10]=2[Cl:15])=[CH:7][CH:8]=1.[N-:16]=[N+:17]=[N-:18].[Na+].O, predict the reaction product. (3) Given the reactants [F:1][CH:2]([F:25])[C:3]1[N:8]2[N:9]=[CH:10][C:11]([C:12](O)=[O:13])=[C:7]2[N:6]=[C:5]([C:15]2[CH:20]=[CH:19][C:18]([C:21]([F:24])([F:23])[F:22])=[CH:17][CH:16]=2)[CH:4]=1.[CH3:26][N:27]([CH3:48])[CH2:28][CH2:29][N:30](CCN(C)C)[S:31]([C:34]1[S:35][C:36]([Cl:42])=[C:37]([N+:39]([O-])=O)[CH:38]=1)(=[O:33])=[O:32], predict the reaction product. The product is: [Cl:42][C:36]1[S:35][C:34]([S:31](=[O:33])(=[O:32])[NH:30][CH2:29][CH2:28][N:27]([CH3:48])[CH3:26])=[CH:38][C:37]=1[NH:39][C:12]([C:11]1[CH:10]=[N:9][N:8]2[C:3]([CH:2]([F:25])[F:1])=[CH:4][C:5]([C:15]3[CH:16]=[CH:17][C:18]([C:21]([F:23])([F:22])[F:24])=[CH:19][CH:20]=3)=[N:6][C:7]=12)=[O:13].